Task: Predict the reaction yield, written as a fraction of the theoretical maximum amount of product (1.0 means a 100% yield; for example, 0.34 means a 34% yield).. Dataset: Reaction yield outcomes from USPTO patents with 853,638 reactions (1) The reactants are [CH3:1][O:2][C:3]1[CH:8]=[CH:7][CH:6]=[CH:5][C:4]=1[C:9]1[C:17]2[C:12](=[N:13][CH:14]=[C:15](B3OC(C)(C)C(C)(C)O3)[CH:16]=2)[N:11]([CH2:27][O:28][CH2:29][CH2:30][Si:31]([CH3:34])([CH3:33])[CH3:32])[N:10]=1.[NH2:35][C:36]1[C:44]([CH3:45])=[CH:43][C:42](I)=[CH:41][C:37]=1[C:38]([OH:40])=[O:39].C(=O)(O)[O-].[Na+].C(O)(=O)CC(CC(O)=O)(C(O)=O)O. The catalyst is C1C=CC([PH+]([C]2[CH][CH][CH][CH]2)C2C=CC=CC=2)=CC=1.C1C=CC([PH+]([C]2[CH][CH][CH][CH]2)C2C=CC=CC=2)=CC=1.C(Cl)Cl.Cl[Pd]Cl.[Fe].O.ClCCl.C(#N)C. The product is [NH2:35][C:36]1[C:44]([CH3:45])=[CH:43][C:42]([C:15]2[CH:16]=[C:17]3[C:9]([C:4]4[CH:5]=[CH:6][CH:7]=[CH:8][C:3]=4[O:2][CH3:1])=[N:10][N:11]([CH2:27][O:28][CH2:29][CH2:30][Si:31]([CH3:33])([CH3:34])[CH3:32])[C:12]3=[N:13][CH:14]=2)=[CH:41][C:37]=1[C:38]([OH:40])=[O:39]. The yield is 0.810. (2) The reactants are [C:1]([O:5][C:6]([N:8]([C:13]1[CH:21]=[CH:20][C:16]([C:17]([OH:19])=[O:18])=[CH:15][C:14]=1[O:22][CH2:23][CH:24]1[CH2:26][CH2:25]1)[S:9]([CH3:12])(=[O:11])=[O:10])=[O:7])([CH3:4])([CH3:3])[CH3:2].O[CH2:28][C:29]([O:31][CH2:32][C:33]1[CH:38]=[CH:37][CH:36]=[CH:35][CH:34]=1)=[O:30].C(Cl)CCl. The catalyst is CN(C1C=CN=CC=1)C.C(Cl)Cl. The product is [C:1]([O:5][C:6]([N:8]([C:13]1[CH:21]=[CH:20][C:16]([C:17]([O:19][CH2:28][C:29]([O:31][CH2:32][C:33]2[CH:38]=[CH:37][CH:36]=[CH:35][CH:34]=2)=[O:30])=[O:18])=[CH:15][C:14]=1[O:22][CH2:23][CH:24]1[CH2:25][CH2:26]1)[S:9]([CH3:12])(=[O:11])=[O:10])=[O:7])([CH3:4])([CH3:2])[CH3:3]. The yield is 0.750. (3) The reactants are [F:1][C:2]([F:24])([F:23])[C:3]1[CH:22]=[CH:21][C:6]([C:7]([N:9]2[CH2:14][CH2:13][N:12]([CH2:15][C:16]([O:18]CC)=O)[CH2:11][CH2:10]2)=[O:8])=[CH:5][CH:4]=1.[NH2:25][NH2:26]. The catalyst is CCO. The product is [F:24][C:2]([F:23])([F:1])[C:3]1[CH:22]=[CH:21][C:6]([C:7]([N:9]2[CH2:10][CH2:11][N:12]([CH2:15][C:16]([NH:25][NH2:26])=[O:18])[CH2:13][CH2:14]2)=[O:8])=[CH:5][CH:4]=1. The yield is 0.614. (4) The reactants are [Br:1][C:2]1[N:3]=[CH:4][C:5]([NH2:8])=[N:6][CH:7]=1.Br.Br[CH2:11][CH:12](OC)OC. The catalyst is CC(O)C. The product is [Br:1][C:2]1[N:3]=[CH:4][C:5]2[N:6]([CH:11]=[CH:12][N:8]=2)[CH:7]=1. The yield is 0.750.